Dataset: Reaction yield outcomes from USPTO patents with 853,638 reactions. Task: Predict the reaction yield, written as a fraction of the theoretical maximum amount of product (1.0 means a 100% yield; for example, 0.34 means a 34% yield). (1) No catalyst specified. The yield is 0.840. The product is [C:22]([C:18]1[CH:17]=[C:16]([C:7]2[CH:6]=[C:5]3[C:10](=[CH:9][C:8]=2[C:12]([F:15])([F:13])[F:14])[NH:11][C:40](=[O:39])[N:38]([NH:37][S:34]([CH3:33])(=[O:36])=[O:35])[C:3]3=[O:4])[CH:21]=[CH:20][CH:19]=1)#[N:23]. The reactants are CO[C:3]([C:5]1[CH:6]=[C:7]([C:16]2[CH:21]=[CH:20][CH:19]=[C:18]([C:22]#[N:23])[CH:17]=2)[C:8]([C:12]([F:15])([F:14])[F:13])=[CH:9][C:10]=1[NH2:11])=[O:4].CCN(C(C)C)C(C)C.[CH3:33][S:34]([NH:37][NH2:38])(=[O:36])=[O:35].[O:39]1CCOC[CH2:40]1. (2) The reactants are [F:1][C:2]1[CH:3]=[CH:4][C:5]([O:24][CH3:25])=[C:6]([C:8]([C:10]2[C:15]([F:16])=[C:14]([C:17]3[CH:18]=[N:19][CH:20]=[CH:21][C:22]=3[CH3:23])[CH:13]=[CH:12][N:11]=2)=O)[CH:7]=1.Cl.[NH2:27][OH:28]. The catalyst is N1C=CC=CC=1. The product is [F:1][C:2]1[CH:3]=[CH:4][C:5]([O:24][CH3:25])=[C:6](/[C:8](/[C:10]2[C:15]([F:16])=[C:14]([C:17]3[CH:18]=[N:19][CH:20]=[CH:21][C:22]=3[CH3:23])[CH:13]=[CH:12][N:11]=2)=[N:27]/[OH:28])[CH:7]=1. The yield is 0.870. (3) The reactants are CCCCCC.Br[C:8]1[CH:13]=[CH:12][C:11]([O:14][CH3:15])=[CH:10][C:9]=1[O:16][CH3:17].C([Li])CCC.[CH2:23]([Si:26](OC)([O:29][CH3:30])[O:27][CH3:28])[CH2:24][CH3:25]. The catalyst is C(O)C. The product is [CH3:17][O:16][C:9]1[CH:10]=[C:11]([O:14][CH3:15])[CH:12]=[CH:13][C:8]=1[Si:26]([CH2:23][CH2:24][CH3:25])([O:29][CH3:30])[O:27][CH3:28]. The yield is 0.610. (4) The reactants are [NH2:1][CH2:2][C:3]1[CH:4]=[C:5]2[C:10](=[CH:11][C:12]=1[C:13]([F:16])([F:15])[F:14])[NH:9][C:8](=[O:17])[N:7]([NH:18][S:19]([CH3:22])(=[O:21])=[O:20])[C:6]2=[O:23].[CH3:24][C:25]1(OC)[CH2:29][CH2:28][CH:27](OC)O1. The catalyst is CC(O)=O. The product is [CH3:24][C:25]1[N:1]([CH2:2][C:3]2[CH:4]=[C:5]3[C:10](=[CH:11][C:12]=2[C:13]([F:15])([F:16])[F:14])[NH:9][C:8](=[O:17])[N:7]([NH:18][S:19]([CH3:22])(=[O:20])=[O:21])[C:6]3=[O:23])[CH:27]=[CH:28][CH:29]=1. The yield is 0.730.